This data is from Full USPTO retrosynthesis dataset with 1.9M reactions from patents (1976-2016). The task is: Predict the reactants needed to synthesize the given product. (1) Given the product [NH2:14][C:13]1[NH:19][N:18]=[C:9]([NH:8][C:4]2[CH:5]=[CH:6][CH:7]=[C:2]([Cl:1])[CH:3]=2)[C:12]=1[C:15]#[N:16], predict the reactants needed to synthesize it. The reactants are: [Cl:1][C:2]1[CH:3]=[C:4]([NH:8][C:9](=[C:12]([C:15]#[N:16])[C:13]#[N:14])SC)[CH:5]=[CH:6][CH:7]=1.O.[NH2:18][NH2:19]. (2) The reactants are: [NH2:1][C:2]1[N:3]([CH3:24])[C:4](=[O:23])[C:5]2([C:15]3[C:10](=[CH:11][CH:12]=[C:13](Br)[CH:14]=3)[O:9][CH:8]([C:17]3[CH:22]=[CH:21][CH:20]=[CH:19][CH:18]=3)[CH2:7]2)[N:6]=1.[CH3:25][S:26]([NH:29][C:30]1[CH:31]=[C:32](B(O)O)[CH:33]=[CH:34][CH:35]=1)(=[O:28])=[O:27]. Given the product [NH2:1][C:2]1[N:3]([CH3:24])[C:4](=[O:23])[C:5]2([C:15]3[C:10](=[CH:11][CH:12]=[C:13]([C:34]4[CH:35]=[C:30]([NH:29][S:26]([CH3:25])(=[O:27])=[O:28])[CH:31]=[CH:32][CH:33]=4)[CH:14]=3)[O:9][CH:8]([C:17]3[CH:22]=[CH:21][CH:20]=[CH:19][CH:18]=3)[CH2:7]2)[N:6]=1, predict the reactants needed to synthesize it. (3) The reactants are: CCC[C:4]1[N:8]2[NH:9][C:10]([C:14]3[CH:15]=[C:16]([S:23]([N:26]4[CH2:31][CH2:30][N:29]([CH2:32]C)[CH2:28][CH2:27]4)(=[O:25])=[O:24])[CH:17]=[CH:18][C:19]=3[O:20][CH2:21][CH3:22])=[N:11][C:12](=[O:13])[C:7]2=[C:6]([CH3:34])[N:5]=1.[CH:35]1[CH:40]=[CH:40][C:35](C([OH:43])C(C2C=CC=CC=2)=[O:43])=[CH:36][CH:36]=1. Given the product [CH3:36][CH2:35][CH2:40][C:34]1[C:6]2[N:5]=[C:10]([C:14]3[CH:15]=[C:16]([S:23]([N:26]4[CH2:27][CH2:28][N:29]([CH3:32])[CH2:30][CH2:31]4)(=[O:24])=[O:25])[CH:17]=[CH:18][C:19]=3[O:20][CH2:21][CH3:22])[NH:11][C:12](=[O:13])[C:7]=2[N:8]([CH3:4])[N:9]=1.[S:23]([O-:25])(=[O:43])(=[O:24])[CH3:16], predict the reactants needed to synthesize it. (4) Given the product [C:1]([C:3]1[CH:4]=[C:5]([NH:9][C:10]2[C:19]3[C:14](=[CH:15][C:16]([O:21][C@H:22]4[CH2:26][CH2:25][O:24][CH2:23]4)=[C:17]([NH:20][C:45](=[O:46])/[CH:44]=[CH:43]/[CH2:42][N:40]4[CH2:41][C@H:37]5[O:36][CH2:35][CH2:34][O:33][C@H:38]5[CH2:39]4)[CH:18]=3)[N:13]=[CH:12][N:11]=2)[CH:6]=[CH:7][CH:8]=1)#[CH:2], predict the reactants needed to synthesize it. The reactants are: [C:1]([C:3]1[CH:4]=[C:5]([NH:9][C:10]2[C:19]3[C:14](=[CH:15][C:16]([O:21][C@H:22]4[CH2:26][CH2:25][O:24][CH2:23]4)=[C:17]([NH2:20])[CH:18]=3)[N:13]=[CH:12][N:11]=2)[CH:6]=[CH:7][CH:8]=1)#[CH:2].C(=O)([O-])[O-].[Na+].[Na+].[O:33]1[C@H:38]2[CH2:39][N:40]([CH2:42]/[CH:43]=[CH:44]/[C:45](Cl)=[O:46])[CH2:41][C@H:37]2[O:36][CH2:35][CH2:34]1.O.